From a dataset of Forward reaction prediction with 1.9M reactions from USPTO patents (1976-2016). Predict the product of the given reaction. (1) Given the reactants [Br:1][C:2]1[CH:7]=[C:6](F)[C:5]([N+:9]([O-:11])=[O:10])=[CH:4][C:3]=1[F:12].[CH3:13][O-:14].[Na+], predict the reaction product. The product is: [Br:1][C:2]1[CH:7]=[C:6]([O:14][CH3:13])[C:5]([N+:9]([O-:11])=[O:10])=[CH:4][C:3]=1[F:12]. (2) Given the reactants [CH3:1][O:2][C:3]1[CH:4]=[C:5]2[C:10](=[CH:11][C:12]=1[O:13][CH3:14])[N:9]=[CH:8][CH:7]=[C:6]2[O:15][C:16]1[CH:22]=[CH:21][C:19]([NH2:20])=[CH:18][CH:17]=1.Cl[C:24](Cl)([O:26][C:27](=[O:33])OC(Cl)(Cl)Cl)Cl.[C:35]1([CH2:41][CH2:42]CO)[CH:40]=[CH:39][CH:38]=[CH:37][CH:36]=1.C(=O)(O)[O-].[Na+], predict the reaction product. The product is: [CH3:1][O:2][C:3]1[CH:4]=[C:5]2[C:10](=[CH:11][C:12]=1[O:13][CH3:14])[N:9]=[CH:8][CH:7]=[C:6]2[O:15][C:16]1[CH:22]=[CH:21][C:19]([NH:20][C:27](=[O:33])[O:26][CH2:24][CH2:42][CH2:41][C:35]2[CH:40]=[CH:39][CH:38]=[CH:37][CH:36]=2)=[CH:18][CH:17]=1. (3) The product is: [F:1][C:2]1[CH:7]=[C:6]([I:8])[CH:5]=[CH:4][C:3]=1[NH:9][C:10]1[N:11]([CH3:29])[C:12](=[O:28])[C:13]([CH3:27])=[C:14]([O:25][CH3:26])[C:15]=1[C:16]([NH:18][O:19][CH2:20][CH2:21][OH:22])=[O:17]. Given the reactants [F:1][C:2]1[CH:7]=[C:6]([I:8])[CH:5]=[CH:4][C:3]=1[NH:9][C:10]1[N:11]([CH3:29])[C:12](=[O:28])[C:13]([CH3:27])=[C:14]([O:25][CH3:26])[C:15]=1[C:16]([NH:18][O:19][CH2:20][CH2:21][O:22]C=C)=[O:17].Cl, predict the reaction product. (4) The product is: [C:27]([O:26][C:24]([NH:23][CH2:22][CH2:21][C:20]([N:8]([CH2:7][C:6]([OH:32])=[O:5])[CH2:9][CH2:10][C:11]1[CH:12]=[CH:13][C:14]([N+:17]([O-:19])=[O:18])=[CH:15][CH:16]=1)=[O:31])=[O:25])([CH3:30])([CH3:28])[CH3:29]. Given the reactants C([O:5][C:6](=[O:32])[CH2:7][N:8]([C:20](=[O:31])[CH2:21][CH2:22][NH:23][C:24]([O:26][C:27]([CH3:30])([CH3:29])[CH3:28])=[O:25])[CH2:9][CH2:10][C:11]1[CH:16]=[CH:15][C:14]([N+:17]([O-:19])=[O:18])=[CH:13][CH:12]=1)(C)(C)C.O.[OH-].[Na+].C(O)(=O)C, predict the reaction product.